This data is from Forward reaction prediction with 1.9M reactions from USPTO patents (1976-2016). The task is: Predict the product of the given reaction. Given the reactants F[C:2]1[CH:3]=[C:4]([CH:8]=[CH:9][N:10]=1)[C:5]([OH:7])=[O:6].[F:11][C:12]1[CH:18]=[CH:17][C:15]([NH2:16])=[CH:14][CH:13]=1.[H-].[Na+].C(O)(=O)C, predict the reaction product. The product is: [F:11][C:12]1[CH:18]=[CH:17][C:15]([NH:16][C:2]2[CH:3]=[C:4]([CH:8]=[CH:9][N:10]=2)[C:5]([OH:7])=[O:6])=[CH:14][CH:13]=1.